From a dataset of Forward reaction prediction with 1.9M reactions from USPTO patents (1976-2016). Predict the product of the given reaction. The product is: [CH3:32][S:31][C:28]1[CH:27]=[CH:26][C:25]([B:15]2[O:16][C:17]([CH3:22])([CH3:23])[C:18]([CH3:20])([CH3:21])[O:19]2)=[CH:30][N:29]=1. Given the reactants C([O-])(=O)C.[K+].[B:15]1([B:15]2[O:19][C:18]([CH3:21])([CH3:20])[C:17]([CH3:23])([CH3:22])[O:16]2)[O:19][C:18]([CH3:21])([CH3:20])[C:17]([CH3:23])([CH3:22])[O:16]1.Br[C:25]1[CH:26]=[CH:27][C:28]([S:31][CH3:32])=[N:29][CH:30]=1, predict the reaction product.